From a dataset of Reaction yield outcomes from USPTO patents with 853,638 reactions. Predict the reaction yield, written as a fraction of the theoretical maximum amount of product (1.0 means a 100% yield; for example, 0.34 means a 34% yield). (1) The reactants are [C:1]([O:5][C:6]([NH:8][C:9]1[CH:14]=[CH:13][CH:12]=[CH:11][CH:10]=1)=[O:7])([CH3:4])([CH3:3])[CH3:2].[O-]P([O-])([O-])=O.[K+].[K+].[K+].[C@@H]1(N)CCCC[C@H]1N.I[C:32]1[CH:33]=[C:34]([CH3:39])[CH:35]=[C:36]([CH3:38])[CH:37]=1. The catalyst is [Cu]I.O1CCOCC1. The product is [C:1]([O:5][C:6]([N:8]([C:32]1[CH:37]=[C:36]([CH3:38])[CH:35]=[C:34]([CH3:39])[CH:33]=1)[C:9]1[CH:14]=[CH:13][CH:12]=[CH:11][CH:10]=1)=[O:7])([CH3:4])([CH3:2])[CH3:3]. The yield is 0.970. (2) The catalyst is C(Cl)Cl. The product is [F:37][C:36]([F:39])([F:38])[C:34]([OH:40])=[O:35].[CH3:25][C@@H:24]1[C:23](=[O:26])[NH:22][N:21]=[C:20]2[CH2:27][O:28][C:17]3[CH:16]=[C:15]([C:30]([F:32])([F:31])[F:33])[C:14]([NH:13][C:2]4([CH3:1])[CH2:3][NH:4][CH2:5]4)=[CH:29][C:18]=3[N:19]12. The reactants are [CH3:1][C:2]1([NH:13][C:14]2[C:15]([C:30]([F:33])([F:32])[F:31])=[CH:16][C:17]3[O:28][CH2:27][C:20]4=[N:21][NH:22][C:23](=[O:26])[C@@H:24]([CH3:25])[N:19]4[C:18]=3[CH:29]=2)[CH2:5][N:4](C(OC(C)(C)C)=O)[CH2:3]1.[C:34]([OH:40])([C:36]([F:39])([F:38])[F:37])=[O:35]. The yield is 0.990.